Dataset: Forward reaction prediction with 1.9M reactions from USPTO patents (1976-2016). Task: Predict the product of the given reaction. (1) Given the reactants [Cl:1][C:2]1[CH:3]=[C:4]([S:9]([N:12]2[CH2:17][CH2:16][CH:15]([NH2:18])C[CH2:13]2)(=[O:11])=[O:10])[CH:5]=[CH:6][C:7]=1[Cl:8].N1CC(N(C)C(=O)OC(C)(C)C)C1, predict the reaction product. The product is: [Cl:1][C:2]1[CH:3]=[C:4]([S:9]([N:12]2[CH2:13][CH:16]([CH2:15][NH2:18])[CH2:17]2)(=[O:10])=[O:11])[CH:5]=[CH:6][C:7]=1[Cl:8]. (2) Given the reactants Cl[C:2]1[C:11]2[C:6](=[CH:7][CH:8]=[C:9]([CH3:12])[CH:10]=2)[N:5]=[C:4]([N:13]2[CH2:19][C:18]3[CH:20]=[CH:21][CH:22]=[CH:23][C:17]=3[S:16](=[O:25])(=[O:24])[CH2:15][CH2:14]2)[CH:3]=1.[C@H:26]1([NH2:33])[CH2:31][CH2:30][C@@H:29]([NH2:32])[CH2:28][CH2:27]1, predict the reaction product. The product is: [O:24]=[S:16]1(=[O:25])[C:17]2[CH:23]=[CH:22][CH:21]=[CH:20][C:18]=2[CH2:19][N:13]([C:4]2[CH:3]=[C:2]([NH:32][C@H:29]3[CH2:30][CH2:31][C@@H:26]([NH2:33])[CH2:27][CH2:28]3)[C:11]3[C:6](=[CH:7][CH:8]=[C:9]([CH3:12])[CH:10]=3)[N:5]=2)[CH2:14][CH2:15]1. (3) Given the reactants [C:1]([O:9][CH2:10][CH3:11])(=[O:8])[CH2:2][C:3]([O:5][CH2:6][CH3:7])=[O:4].[Cl-].[Mg+2].[Cl-].[C:15](Cl)(=[O:17])[CH3:16].Cl, predict the reaction product. The product is: [C:15]([CH:2]([C:3]([O:5][CH2:6][CH3:7])=[O:4])[C:1]([O:9][CH2:10][CH3:11])=[O:8])(=[O:17])[CH3:16]. (4) Given the reactants Br[CH:2](Br)[C:3]1[CH:30]=[CH:29][C:6]([C:7]([N:9]([C@H:22]([CH2:27][CH3:28])[C:23]([CH3:26])([CH3:25])[CH3:24])[NH:10][C:11](=[O:21])[C:12]2[CH:17]=[CH:16][CH:15]=[C:14]([O:18][CH3:19])[C:13]=2[CH3:20])=[O:8])=[CH:5][C:4]=1[B:31]1[O:35][C:34]([CH3:37])([CH3:36])[C:33]([CH3:39])([CH3:38])[O:32]1.[CH3:41][O-:42].[Na+].[CH3:44][OH:45], predict the reaction product. The product is: [CH3:41][O:42][CH:2]([O:45][CH3:44])[C:3]1[CH:30]=[CH:29][C:6]([C:7]([N:9]([C@H:22]([CH2:27][CH3:28])[C:23]([CH3:26])([CH3:25])[CH3:24])[NH:10][C:11](=[O:21])[C:12]2[CH:17]=[CH:16][CH:15]=[C:14]([O:18][CH3:19])[C:13]=2[CH3:20])=[O:8])=[CH:5][C:4]=1[B:31]1[O:35][C:34]([CH3:37])([CH3:36])[C:33]([CH3:39])([CH3:38])[O:32]1. (5) Given the reactants [F:1][C:2]1[CH:7]=[C:6]([B:8]2[O:12][C:11]([CH3:14])([CH3:13])[C:10]([CH3:16])([CH3:15])[O:9]2)[CH:5]=[CH:4][C:3]=1[NH2:17].[Cl:18][C:19]1[C:24]([Cl:25])=[CH:23][CH:22]=[CH:21][C:20]=1[S:26](Cl)(=[O:28])=[O:27].N1C=CC=CC=1, predict the reaction product. The product is: [Cl:18][C:19]1[C:24]([Cl:25])=[CH:23][CH:22]=[CH:21][C:20]=1[S:26]([NH:17][C:3]1[CH:4]=[CH:5][C:6]([B:8]2[O:12][C:11]([CH3:13])([CH3:14])[C:10]([CH3:16])([CH3:15])[O:9]2)=[CH:7][C:2]=1[F:1])(=[O:28])=[O:27]. (6) Given the reactants [OH-].[Na+].[NH2:3][C:4]1[CH:5]=[C:6]([SH:10])[CH:7]=[CH:8][CH:9]=1.[CH2:11](Cl)[C:12]1[CH:17]=[CH:16][CH:15]=[CH:14][CH:13]=1, predict the reaction product. The product is: [CH2:11]([S:10][C:6]1[CH:5]=[C:4]([CH:9]=[CH:8][CH:7]=1)[NH2:3])[C:12]1[CH:17]=[CH:16][CH:15]=[CH:14][CH:13]=1. (7) Given the reactants [CH:1]([C@H:14]1[N:19]2[CH2:20][CH2:21][N:22]([C:24]([C:26]3[CH:31]=[N:30][CH:29]=[CH:28][N:27]=3)=[O:25])[CH2:23][C@H:18]2[CH2:17][N:16](C(OC(C)(C)C)=O)[CH2:15]1)([C:8]1[CH:13]=[CH:12][CH:11]=[CH:10][CH:9]=1)[C:2]1[CH:7]=[CH:6][CH:5]=[CH:4][CH:3]=1.Cl, predict the reaction product. The product is: [CH:1]([C@H:14]1[N:19]2[CH2:20][CH2:21][N:22]([C:24]([C:26]3[CH:31]=[N:30][CH:29]=[CH:28][N:27]=3)=[O:25])[CH2:23][C@H:18]2[CH2:17][NH:16][CH2:15]1)([C:2]1[CH:7]=[CH:6][CH:5]=[CH:4][CH:3]=1)[C:8]1[CH:9]=[CH:10][CH:11]=[CH:12][CH:13]=1. (8) Given the reactants CC(=C(C)C)C.[C:7]1([C:13]2[C:14]3[CH:15]=[CH:16][CH:17]=[N:18][C:19]=3[CH2:20][CH2:21][CH:22]=2)[CH:12]=[CH:11][CH:10]=[CH:9][CH:8]=1.[OH:23]O.[OH-].[Na+], predict the reaction product. The product is: [C:7]1([C@H:13]2[C@H:22]([OH:23])[CH2:21][CH2:20][C:19]3[N:18]=[CH:17][CH:16]=[CH:15][C:14]2=3)[CH:8]=[CH:9][CH:10]=[CH:11][CH:12]=1. (9) Given the reactants [F:1][C:2]1[CH:7]=[CH:6][C:5]([N:8]2[C:16]3[CH:15]=[C:14]([CH3:17])[C@:13]([CH2:19][CH:20]([C:22]4[CH:27]=[CH:26][CH:25]=[CH:24][N:23]=4)[OH:21])([CH3:18])[CH2:12][C:11]=3[CH:10]=[N:9]2)=[CH:4][CH:3]=1.I[CH2:29][CH3:30], predict the reaction product. The product is: [CH2:29]([O:21][CH:20]([C:22]1[CH:27]=[CH:26][CH:25]=[CH:24][N:23]=1)[CH2:19][C@:13]1([CH3:18])[C:14]([CH3:17])=[CH:15][C:16]2[N:8]([C:5]3[CH:4]=[CH:3][C:2]([F:1])=[CH:7][CH:6]=3)[N:9]=[CH:10][C:11]=2[CH2:12]1)[CH3:30]. (10) Given the reactants F[P-](F)(F)(F)(F)F.N1(O[P+](N(C)C)(N(C)C)N(C)C)C2C=CC=CC=2N=N1.[CH:28]1([CH2:33][CH:34]([C:38]2[CH:43]=[CH:42][C:41]([C:44]([F:47])([F:46])[F:45])=[CH:40][CH:39]=2)[C:35]([OH:37])=O)[CH2:32][CH2:31][CH2:30][CH2:29]1.[NH2:48][C:49]1[CH:54]=[CH:53][CH:52]=[CH:51][N:50]=1.C(N(CC)C(C)C)(C)C, predict the reaction product. The product is: [CH:28]1([CH2:33][CH:34]([C:38]2[CH:43]=[CH:42][C:41]([C:44]([F:47])([F:46])[F:45])=[CH:40][CH:39]=2)[C:35]([NH:48][C:49]2[CH:54]=[CH:53][CH:52]=[CH:51][N:50]=2)=[O:37])[CH2:29][CH2:30][CH2:31][CH2:32]1.